From a dataset of Peptide-MHC class I binding affinity with 185,985 pairs from IEDB/IMGT. Regression. Given a peptide amino acid sequence and an MHC pseudo amino acid sequence, predict their binding affinity value. This is MHC class I binding data. The peptide sequence is VLLGRLNKC. The MHC is HLA-B08:01 with pseudo-sequence HLA-B08:01. The binding affinity (normalized) is 0.200.